Dataset: Full USPTO retrosynthesis dataset with 1.9M reactions from patents (1976-2016). Task: Predict the reactants needed to synthesize the given product. The reactants are: C1(=O)NC(=O)C2=CC=CC=C12.O.NN.[CH3:15][O:16][CH2:17][C@@H:18]([NH2:20])[CH3:19].[C:21]([O:25][C:26]([NH:28][C@H:29]([C:33]1[CH:38]=[CH:37][CH:36]=[CH:35][CH:34]=1)[C:30](O)=[O:31])=[O:27])([CH3:24])([CH3:23])[CH3:22].CN1CCOCC1. Given the product [C:21]([O:25][C:26](=[O:27])[NH:28][C@@H:29]([C:30](=[O:31])[NH:20][C@@H:18]([CH3:19])[CH2:17][O:16][CH3:15])[C:33]1[CH:38]=[CH:37][CH:36]=[CH:35][CH:34]=1)([CH3:24])([CH3:22])[CH3:23], predict the reactants needed to synthesize it.